From a dataset of Reaction yield outcomes from USPTO patents with 853,638 reactions. Predict the reaction yield, written as a fraction of the theoretical maximum amount of product (1.0 means a 100% yield; for example, 0.34 means a 34% yield). (1) The reactants are [OH:1][C:2]1[CH:7]=[C:6]([CH3:8])[C:5]([C:9](=[O:11])[CH3:10])=[C:4]([CH3:12])[CH:3]=1.Cl[CH2:14][CH2:15][O:16][CH3:17]. The catalyst is [OH-].[Na+].O. The product is [CH3:17][O:16][CH2:15][CH2:14][O:1][C:2]1[CH:3]=[C:4]([CH3:12])[C:5]([C:9](=[O:11])[CH3:10])=[C:6]([CH3:8])[CH:7]=1. The yield is 0.640. (2) The reactants are [Cl:1][C:2]1[C:3]([F:13])=[C:4]([I:12])[C:5]([OH:11])=[C:6]([C:8](=[O:10])[CH3:9])[CH:7]=1.CI.[C:16](=O)([O-])[O-].[K+].[K+]. The catalyst is CN(C=O)C.CCOCC. The product is [Cl:1][C:2]1[C:3]([F:13])=[C:4]([I:12])[C:5]([O:11][CH3:16])=[C:6]([C:8](=[O:10])[CH3:9])[CH:7]=1. The yield is 0.700. (3) The reactants are Br[C:2]1[CH:15]=[C:14]2[CH2:16][C:11]3[C:12]4[C:13]2=[C:4]([CH2:5][CH2:6][C:7]=4[CH:8]=[C:9](Br)[CH:10]=3)[CH:3]=1.C1(Cl)C(Cl)=C(Cl)C(=O)C(=O)C=1Cl. The catalyst is C1(C)C(C)=CC=CC=1. The product is [CH:3]1[C:4]2[CH2:5][CH2:6][C:7]3[CH:8]=[CH:9][CH:10]=[C:11]4[CH2:16][C:14]([C:13]=2[C:12]=34)=[CH:15][CH:2]=1. The yield is 0.810.